Dataset: Forward reaction prediction with 1.9M reactions from USPTO patents (1976-2016). Task: Predict the product of the given reaction. (1) Given the reactants [NH2:1][C:2]1[C:7]([O:8][CH2:9][C:10]([F:13])([F:12])[F:11])=[CH:6][C:5]([C:14]2([C:18]([O:20][CH2:21][CH3:22])=[O:19])[CH2:17][CH2:16][CH2:15]2)=[CH:4][C:3]=1Br.[F:24][C:25]([F:36])([F:35])[C:26]1[CH:31]=[CH:30][C:29](B(O)O)=[CH:28][CH:27]=1.[F-].[Cs+].CCOC(C)=O, predict the reaction product. The product is: [NH2:1][C:2]1[C:3]([C:29]2[CH:30]=[CH:31][C:26]([C:25]([F:36])([F:35])[F:24])=[CH:27][CH:28]=2)=[CH:4][C:5]([C:14]2([C:18]([O:20][CH2:21][CH3:22])=[O:19])[CH2:17][CH2:16][CH2:15]2)=[CH:6][C:7]=1[O:8][CH2:9][C:10]([F:13])([F:12])[F:11]. (2) Given the reactants [CH3:1][C:2]1[CH:3]=[C:4]2[N:10]=[C:9]([C:11]3[CH:16]=[CH:15][CH:14]=[CH:13][C:12]=3[N+:17]([O-:19])=[O:18])[S:8][C:5]2=[N:6][CH:7]=1.[Br:20]N1C(=O)CCC1=O, predict the reaction product. The product is: [Br:20][CH2:1][C:2]1[CH:3]=[C:4]2[N:10]=[C:9]([C:11]3[CH:16]=[CH:15][CH:14]=[CH:13][C:12]=3[N+:17]([O-:19])=[O:18])[S:8][C:5]2=[N:6][CH:7]=1.